From a dataset of Reaction yield outcomes from USPTO patents with 853,638 reactions. Predict the reaction yield, written as a fraction of the theoretical maximum amount of product (1.0 means a 100% yield; for example, 0.34 means a 34% yield). (1) The reactants are [Br:1][C:2]1[CH:3]=[N:4][CH:5]=[C:6]([CH:10]=1)[C:7]([OH:9])=O.O.ON1C2C=CC=CC=2N=N1.Cl.CN(C)CCCN=C=NCC.C(N(CC)C(C)C)(C)C.[NH:43]1[C:47]2[CH:48]=[CH:49][CH:50]=[CH:51][C:46]=2[N:45]=[C:44]1[CH2:52][N:53]([CH:58]1[C:67]2[N:66]=[CH:65][CH:64]=[CH:63][C:62]=2[CH2:61][CH2:60][CH2:59]1)[CH2:54][CH2:55][CH2:56][NH2:57]. The catalyst is CN(C=O)C.C(OCC)(=O)C.O. The product is [NH:43]1[C:47]2[CH:48]=[CH:49][CH:50]=[CH:51][C:46]=2[N:45]=[C:44]1[CH2:52][N:53]([CH:58]1[C:67]2[N:66]=[CH:65][CH:64]=[CH:63][C:62]=2[CH2:61][CH2:60][CH2:59]1)[CH2:54][CH2:55][CH2:56][NH:57][C:7](=[O:9])[C:6]1[CH:10]=[C:2]([Br:1])[CH:3]=[N:4][CH:5]=1. The yield is 0.710. (2) The reactants are C([O:8][C:9]1[CH:14]=[CH:13][CH:12]=[CH:11][C:10]=1[CH2:15][CH2:16][CH2:17][CH2:18][CH2:19][CH2:20][CH2:21][S:22]([F:25])(=[O:24])=[O:23])C1C=CC=CC=1.B(F)(F)F.CCOCC. The catalyst is C(S)(S)C. The product is [OH:8][C:9]1[CH:14]=[CH:13][CH:12]=[CH:11][C:10]=1[CH2:15][CH2:16][CH2:17][CH2:18][CH2:19][CH2:20][CH2:21][S:22]([F:25])(=[O:24])=[O:23]. The yield is 0.700.